From a dataset of Peptide-MHC class I binding affinity with 185,985 pairs from IEDB/IMGT. Regression. Given a peptide amino acid sequence and an MHC pseudo amino acid sequence, predict their binding affinity value. This is MHC class I binding data. (1) The binding affinity (normalized) is 0.917. The peptide sequence is EAKRKLTEL. The MHC is HLA-B08:01 with pseudo-sequence HLA-B08:01. (2) The peptide sequence is GLYRLNFRR. The MHC is HLA-A26:03 with pseudo-sequence HLA-A26:03. The binding affinity (normalized) is 0.0847.